Dataset: Forward reaction prediction with 1.9M reactions from USPTO patents (1976-2016). Task: Predict the product of the given reaction. (1) Given the reactants [Br:1][C:2]1[CH:3]=[C:4]([CH2:8][CH2:9][CH2:10][CH2:11]OS(C2C=CC(C)=CC=2)(=O)=O)[CH:5]=[CH:6][CH:7]=1.[C-:23]#[N:24].[Na+], predict the reaction product. The product is: [Br:1][C:2]1[CH:3]=[C:4]([CH2:8][CH2:9][CH2:10][CH2:11][C:23]#[N:24])[CH:5]=[CH:6][CH:7]=1. (2) Given the reactants [C:1]([O:4]C(=O)C)(=O)[CH3:2].[CH2:8]([O:15][C:16]1[CH:22]=[CH:21][C:19]([NH2:20])=[C:18]([CH3:23])[CH:17]=1)[C:9]1[CH:14]=[CH:13][CH:12]=[CH:11][CH:10]=1.[N:24](OC(C)(C)C)=O, predict the reaction product. The product is: [C:1]([N:20]1[C:19]2[C:18](=[CH:17][C:16]([O:15][CH2:8][C:9]3[CH:10]=[CH:11][CH:12]=[CH:13][CH:14]=3)=[CH:22][CH:21]=2)[CH:23]=[N:24]1)(=[O:4])[CH3:2]. (3) Given the reactants C(=O)([O-])[O-].[K+].[K+].[C:7]1([CH2:13][CH2:14][CH2:15]Br)[CH:12]=[CH:11][CH:10]=[CH:9][CH:8]=1.[F:17][C:18]1[CH:19]=[C:20]([OH:27])[CH:21]=[CH:22][C:23]=1[N+:24]([O-:26])=[O:25].O, predict the reaction product. The product is: [F:17][C:18]1[CH:19]=[C:20]([O:27][CH2:15][CH2:14][CH2:13][C:7]2[CH:12]=[CH:11][CH:10]=[CH:9][CH:8]=2)[CH:21]=[CH:22][C:23]=1[N+:24]([O-:26])=[O:25]. (4) The product is: [F:18][C:19]1[CH:20]=[CH:21][C:22]([OH:25])=[C:23]([C:9](=[O:11])[CH2:8][C:3]2[CH:4]=[CH:5][CH:6]=[CH:7][C:2]=2[F:1])[CH:24]=1. Given the reactants [F:1][C:2]1[CH:7]=[CH:6][CH:5]=[CH:4][C:3]=1[CH2:8][C:9]([OH:11])=O.C(Cl)(=O)C(Cl)=O.[F:18][C:19]1[CH:24]=[CH:23][C:22]([O:25]C)=[CH:21][CH:20]=1.[Al+3].[Cl-].[Cl-].[Cl-], predict the reaction product. (5) Given the reactants FC(F)(F)S(O[C:7]1[C:8]([C:18](=[O:20])[CH3:19])=[CH:9][C:10]([Cl:17])=[C:11]2[C:16]=1[N:15]=[CH:14][CH:13]=[CH:12]2)(=O)=O.[NH:23]1[CH2:28][CH2:27][CH:26]([CH2:29][OH:30])[CH2:25][CH2:24]1.C(=O)([O-])[O-].[Cs+].[Cs+], predict the reaction product. The product is: [Cl:17][C:10]1[CH:9]=[C:8]([C:18](=[O:20])[CH3:19])[C:7]([N:23]2[CH2:28][CH2:27][CH:26]([CH2:29][OH:30])[CH2:25][CH2:24]2)=[C:16]2[C:11]=1[CH:12]=[CH:13][CH:14]=[N:15]2. (6) Given the reactants Cl[C:2]1[C:21]([C:22]2[N:26](C3CCCCO3)[N:25]=[CH:24][CH:23]=2)=[CH:20][C:5]([C:6]([NH:8][C:9]2[CH:14]=[CH:13][C:12]([O:15][C:16]([Cl:19])([F:18])[F:17])=[CH:11][CH:10]=2)=[O:7])=[CH:4][N:3]=1.[F:33][C@@H:34]1[CH2:38][NH:37][CH2:36][C@H:35]1[OH:39], predict the reaction product. The product is: [Cl:19][C:16]([F:17])([F:18])[O:15][C:12]1[CH:13]=[CH:14][C:9]([NH:8][C:6](=[O:7])[C:5]2[CH:20]=[C:21]([C:22]3[NH:26][N:25]=[CH:24][CH:23]=3)[C:2]([N:37]3[CH2:36][C@@H:35]([OH:39])[C@H:34]([F:33])[CH2:38]3)=[N:3][CH:4]=2)=[CH:10][CH:11]=1. (7) Given the reactants [C:1]1([CH:7]([C:16]2[CH:21]=[CH:20][C:19](B3OC(C)(C)C(C)(C)O3)=[CH:18][CH:17]=2)[NH:8][C:9](=[O:15])[O:10][C:11]([CH3:14])([CH3:13])[CH3:12])[CH:6]=[CH:5][CH:4]=[CH:3][CH:2]=1.I[C:32]1[C:40]2[C:35](=[N:36][CH:37]=[N:38][C:39]=2[NH2:41])[N:34]([C@H:42]2[CH2:47][CH2:46][C@@H:45]([N:48]3[CH2:53][CH2:52][N:51]([CH3:54])[CH2:50][CH2:49]3)[CH2:44][CH2:43]2)[N:33]=1.O.C(=O)([O-])[O-].[Na+].[Na+], predict the reaction product. The product is: [NH2:41][C:39]1[N:38]=[CH:37][N:36]=[C:35]2[N:34]([C@H:42]3[CH2:47][CH2:46][C@@H:45]([N:48]4[CH2:49][CH2:50][N:51]([CH3:54])[CH2:52][CH2:53]4)[CH2:44][CH2:43]3)[N:33]=[C:32]([C:19]3[CH:18]=[CH:17][C:16]([CH:7]([C:1]4[CH:2]=[CH:3][CH:4]=[CH:5][CH:6]=4)[NH:8][C:9](=[O:15])[O:10][C:11]([CH3:14])([CH3:13])[CH3:12])=[CH:21][CH:20]=3)[C:40]=12. (8) Given the reactants [F:1][C:2]1[CH:10]=[C:9]2[C:5]([CH:6]=[CH:7][N:8]2S(C2C=CC(C)=CC=2)(=O)=O)=[C:4]([C:21]2[N:22]=[C:23]([N:42]3[CH2:47][CH2:46][O:45][CH2:44][CH2:43]3)[C:24]3[S:29][C:28]([CH2:30]OS(C4C=CC(C)=CC=4)(=O)=O)=[CH:27][C:25]=3[N:26]=2)[CH:3]=1.C(=O)([O-])[O-].[K+].[K+].[CH3:54][C@H:55]1[CH2:60][NH:59][CH2:58][C@@H:57]([CH3:61])[NH:56]1.[OH-].[Na+].[Cl-].[NH4+], predict the reaction product. The product is: [CH3:54][C@H:55]1[NH:56][C@@H:57]([CH3:61])[CH2:58][N:59]([CH2:30][C:28]2[S:29][C:24]3[C:23]([N:42]4[CH2:43][CH2:44][O:45][CH2:46][CH2:47]4)=[N:22][C:21]([C:4]4[CH:3]=[C:2]([F:1])[CH:10]=[C:9]5[C:5]=4[CH:6]=[CH:7][NH:8]5)=[N:26][C:25]=3[CH:27]=2)[CH2:60]1. (9) Given the reactants [Cl:1][C:2]1[N:7]=[C:6]([NH:8][CH:9]2[CH2:14][CH2:13][CH2:12][CH2:11][CH2:10]2)[CH:5]=[C:4]([C:15]2[C:23]3[C:18](=[N:19][CH:20]=[CH:21][C:22]=3[Cl:24])[N:17](S(C3C=CC=CC=3)(=O)=O)[CH:16]=2)[CH:3]=1.CO.[OH-].[Li+], predict the reaction product. The product is: [Cl:1][C:2]1[N:7]=[C:6]([NH:8][CH:9]2[CH2:14][CH2:13][CH2:12][CH2:11][CH2:10]2)[CH:5]=[C:4]([C:15]2[C:23]3[C:18](=[N:19][CH:20]=[CH:21][C:22]=3[Cl:24])[NH:17][CH:16]=2)[CH:3]=1. (10) The product is: [OH:15][CH:7]([CH:4]([OH:5])[C:2](=[O:3])[CH3:1])[C:8](=[O:10])[CH3:9]. Given the reactants [CH3:1][C:2]([CH:4]=[O:5])=[O:3].O[CH2:7][C:8](=[O:10])[CH3:9].C(O)(=O)C.[OH2:15], predict the reaction product.